Dataset: Full USPTO retrosynthesis dataset with 1.9M reactions from patents (1976-2016). Task: Predict the reactants needed to synthesize the given product. Given the product [Cl:1][C:2]1[CH:3]=[C:4]([CH:13]=[CH:14][CH:15]=1)[CH2:5][C:6]1[CH:10]=[CH:9][S:8][C:7]=1[CH2:11][OH:12], predict the reactants needed to synthesize it. The reactants are: [Cl:1][C:2]1[CH:3]=[C:4]([CH:13]=[CH:14][CH:15]=1)[CH2:5][C:6]1[CH:10]=[CH:9][S:8][C:7]=1[CH:11]=[O:12].C(Cl)Cl.[BH4-].[Na+].